Dataset: Forward reaction prediction with 1.9M reactions from USPTO patents (1976-2016). Task: Predict the product of the given reaction. Given the reactants [O:1]([C:8]1[CH:13]=[CH:12][C:11]([CH2:14][CH2:15][C:16]([C:18]2[O:19][C:20]([C:23]3[N:28]=[CH:27][C:26]([C:29]([O:31]C)=[O:30])=[CH:25][CH:24]=3)=[CH:21][N:22]=2)=[O:17])=[CH:10][CH:9]=1)[C:2]1[CH:7]=[CH:6][CH:5]=[CH:4][CH:3]=1.[Li+].[OH-].Cl, predict the reaction product. The product is: [O:1]([C:8]1[CH:9]=[CH:10][C:11]([CH2:14][CH2:15][C:16]([C:18]2[O:19][C:20]([C:23]3[N:28]=[CH:27][C:26]([C:29]([OH:31])=[O:30])=[CH:25][CH:24]=3)=[CH:21][N:22]=2)=[O:17])=[CH:12][CH:13]=1)[C:2]1[CH:7]=[CH:6][CH:5]=[CH:4][CH:3]=1.